Dataset: Reaction yield outcomes from USPTO patents with 853,638 reactions. Task: Predict the reaction yield, written as a fraction of the theoretical maximum amount of product (1.0 means a 100% yield; for example, 0.34 means a 34% yield). (1) The reactants are [CH2:1]([N:5]([CH2:37][CH2:38][CH2:39][CH3:40])[C:6]1[CH:11]=[CH:10][C:9]([CH:12]=[CH:13][C:14]2[S:15][CH:16]=[CH:17][CH:18]=2)=[C:8]([O:19][Si:20]([C:33]([CH3:36])([CH3:35])[CH3:34])([C:27]2[CH:32]=[CH:31][CH:30]=[CH:29][CH:28]=2)[C:21]2[CH:26]=[CH:25][CH:24]=[CH:23][CH:22]=2)[CH:7]=1)[CH2:2][CH2:3][CH3:4].C([Li])CCC.CN(C)[CH:48]=[O:49].O. The catalyst is O1CCCC1.C(OCC)(=O)C. The product is [CH2:37]([N:5]([CH2:1][CH2:2][CH2:3][CH3:4])[C:6]1[CH:11]=[CH:10][C:9]([CH:12]=[CH:13][C:14]2[S:15][C:16]([CH:48]=[O:49])=[CH:17][CH:18]=2)=[C:8]([O:19][Si:20]([C:33]([CH3:36])([CH3:35])[CH3:34])([C:21]2[CH:26]=[CH:25][CH:24]=[CH:23][CH:22]=2)[C:27]2[CH:32]=[CH:31][CH:30]=[CH:29][CH:28]=2)[CH:7]=1)[CH2:38][CH2:39][CH3:40]. The yield is 0.819. (2) The reactants are O[CH2:2][C@@H:3]([CH3:18])[CH2:4][N:5]1[C:10]2[CH:11]=[C:12]([O:15][CH3:16])[CH:13]=[CH:14][C:9]=2[O:8][CH2:7][C:6]1=[O:17].C1(P(C2C=CC=CC=2)C2C=CC=CC=2)C=CC=CC=1.N1C=CN=C1.[I:43]I. The catalyst is CCCCCCC.CCOC(C)=O. The product is [I:43][CH2:2][C@@H:3]([CH3:18])[CH2:4][N:5]1[C:10]2[CH:11]=[C:12]([O:15][CH3:16])[CH:13]=[CH:14][C:9]=2[O:8][CH2:7][C:6]1=[O:17]. The yield is 0.820. (3) The reactants are [CH3:1][O:2][C:3](=[O:29])[C:4]([NH:18]C(OCC1C=CC=CC=1)=O)=[CH:5][C:6]1[CH:7]=[C:8]2[C:12](=[C:13]([CH3:15])[CH:14]=1)[NH:11][CH:10]=[C:9]2[C:16]#[N:17]. The catalyst is CO.[Pd]. The product is [CH3:1][O:2][C:3](=[O:29])[CH:4]([NH2:18])[CH2:5][C:6]1[CH:7]=[C:8]2[C:12](=[C:13]([CH3:15])[CH:14]=1)[NH:11][CH:10]=[C:9]2[C:16]#[N:17]. The yield is 0.900. (4) The reactants are [CH2:1]([C:3]1[N:4]=[C:5]([C:8]2[CH:32]=[CH:31][C:11]([O:12][CH2:13][CH2:14][O:15][C:16]3[CH:17]=[C:18]4[C:22](=[CH:23][CH:24]=3)[C@H:21]([CH2:25][C:26]([O:28]CC)=[O:27])[CH2:20][CH2:19]4)=[C:10]([CH2:33][CH2:34][CH3:35])[CH:9]=2)[S:6][CH:7]=1)[CH3:2].O[Li].O. The catalyst is C1COCC1.O. The product is [CH2:1]([C:3]1[N:4]=[C:5]([C:8]2[CH:32]=[CH:31][C:11]([O:12][CH2:13][CH2:14][O:15][C:16]3[CH:17]=[C:18]4[C:22](=[CH:23][CH:24]=3)[C@H:21]([CH2:25][C:26]([OH:28])=[O:27])[CH2:20][CH2:19]4)=[C:10]([CH2:33][CH2:34][CH3:35])[CH:9]=2)[S:6][CH:7]=1)[CH3:2]. The yield is 0.130. (5) The reactants are [Si]([O:8][CH2:9][C:10]1[N:11]=[C:12]([C:15]2([OH:28])[CH2:20][CH2:19][N:18]([C:21]([O:23][C:24]([CH3:27])([CH3:26])[CH3:25])=[O:22])[CH2:17][CH2:16]2)[S:13][CH:14]=1)(C(C)(C)C)(C)C.F.F.F.C(N(CC)CC)C. The catalyst is C1COCC1. The product is [OH:28][C:15]1([C:12]2[S:13][CH:14]=[C:10]([CH2:9][OH:8])[N:11]=2)[CH2:16][CH2:17][N:18]([C:21]([O:23][C:24]([CH3:25])([CH3:26])[CH3:27])=[O:22])[CH2:19][CH2:20]1. The yield is 0.770. (6) The reactants are [F:1][C:2]1[CH:3]=[C:4]([CH:7]=[C:8]([OH:10])[CH:9]=1)[C:5]#N.[H-].C([Al+]CC(C)C)C(C)C.C[OH:22].O. The catalyst is C1(C)C=CC=CC=1. The product is [F:1][C:2]1[CH:3]=[C:4]([CH:7]=[C:8]([OH:10])[CH:9]=1)[CH:5]=[O:22]. The yield is 0.750. (7) The reactants are [N:1]1[CH:2]=[CH:3][N:4]2[CH:9]=[CH:8][CH:7]=[C:6]([CH2:10][O:11][C:12]3[C:13]([CH:19]=[O:20])=[CH:14][C:15](=[O:18])[NH:16][CH:17]=3)[C:5]=12.C([O-])([O-])=O.[K+].[K+].Br[CH2:28][CH2:29][O:30][CH3:31]. The catalyst is CN(C=O)C. The product is [N:1]1[CH:2]=[CH:3][N:4]2[CH:9]=[CH:8][CH:7]=[C:6]([CH2:10][O:11][C:12]3[C:13]([CH:19]=[O:20])=[CH:14][C:15]([O:18][CH2:28][CH2:29][O:30][CH3:31])=[N:16][CH:17]=3)[C:5]=12. The yield is 0.0500.